From a dataset of Full USPTO retrosynthesis dataset with 1.9M reactions from patents (1976-2016). Predict the reactants needed to synthesize the given product. Given the product [C:6]1([C@@H:2]2[NH:1][C:15](=[O:16])[C@H:14]([CH2:19][CH2:20][CH3:21])[NH:13][CH2:3]2)[CH:11]=[CH:10][CH:9]=[CH:8][CH:7]=1, predict the reactants needed to synthesize it. The reactants are: [NH2:1][C@@H:2]([C:6]1[CH:11]=[CH:10][CH:9]=[CH:8][CH:7]=1)[C:3](O)=O.Cl.[NH2:13][C@@H:14]([CH2:19][CH2:20][CH3:21])[C:15](OC)=[O:16].C([C@@H]1NC[C@H](CC(C)C)NC1=O)C(C)C.